From a dataset of Forward reaction prediction with 1.9M reactions from USPTO patents (1976-2016). Predict the product of the given reaction. (1) Given the reactants O=[C:2]1[CH2:7][CH2:6][N:5]([C:8]([O:10][C:11]([CH3:14])([CH3:13])[CH3:12])=[O:9])[CH2:4][CH:3]1[C:15]([O:17]CC)=O.Cl.[NH2:21][C:22]([NH2:24])=[NH:23].C(=O)([O-])[O-].[K+].[K+].Cl, predict the reaction product. The product is: [NH2:24][C:22]1[N:21]=[C:15]([OH:17])[C:3]2[CH2:4][N:5]([C:8]([O:10][C:11]([CH3:14])([CH3:13])[CH3:12])=[O:9])[CH2:6][CH2:7][C:2]=2[N:23]=1. (2) Given the reactants C[O:2][C:3](=[O:21])[CH2:4][CH2:5][N:6]1[C:11]2[CH:12]=[C:13]([CH3:17])[CH:14]=[C:15]([CH3:16])[C:10]=2[O:9][CH:8]([CH2:18][CH3:19])[C:7]1=[O:20].[OH-].[Na+], predict the reaction product. The product is: [CH2:18]([CH:8]1[C:7](=[O:20])[N:6]([CH2:5][CH2:4][C:3]([OH:21])=[O:2])[C:11]2[CH:12]=[C:13]([CH3:17])[CH:14]=[C:15]([CH3:16])[C:10]=2[O:9]1)[CH3:19]. (3) Given the reactants [Cl:1][C:2]1[CH:3]=[C:4]2[O:8][C:7]([C:9]3[S:10][CH:11]=[CH:12][CH:13]=3)=[N:6][C:5]2=[C:14]([C:16]([OH:18])=O)[CH:15]=1.Cl.Cl.[NH2:21][C@H:22]1[CH:27]2[CH2:28][CH2:29][N:24]([CH2:25][CH2:26]2)[CH2:23]1.Cl.C(N=C=NCCCN(C)C)C.ON1C2C=CC=CC=2N=N1.C(N(CC)CC)C, predict the reaction product. The product is: [N:24]12[CH2:29][CH2:28][CH:27]([CH2:26][CH2:25]1)[C@H:22]([NH:21][C:16]([C:14]1[CH:15]=[C:2]([Cl:1])[CH:3]=[C:4]3[O:8][C:7]([C:9]4[S:10][CH:11]=[CH:12][CH:13]=4)=[N:6][C:5]=13)=[O:18])[CH2:23]2. (4) Given the reactants Br[C:2]1[CH:3]=[C:4]([C:11]([O:13][CH2:14][CH3:15])=[O:12])[C:5]([CH:8]([F:10])[F:9])=[N:6][CH:7]=1.[CH3:16][N:17](C=O)C, predict the reaction product. The product is: [C:16]([C:2]1[CH:3]=[C:4]([C:11]([O:13][CH2:14][CH3:15])=[O:12])[C:5]([CH:8]([F:10])[F:9])=[N:6][CH:7]=1)#[N:17].